Dataset: Forward reaction prediction with 1.9M reactions from USPTO patents (1976-2016). Task: Predict the product of the given reaction. Given the reactants Br[C:2]1[CH:7]=[CH:6][CH:5]=[CH:4][C:3]=1[S:8][CH3:9].[Li]CCCC.[B:15](OC(C)C)([O:20]C(C)C)[O:16]C(C)C, predict the reaction product. The product is: [CH3:9][S:8][C:3]1[CH:4]=[CH:5][CH:6]=[CH:7][C:2]=1[B:15]([OH:20])[OH:16].